This data is from Catalyst prediction with 721,799 reactions and 888 catalyst types from USPTO. The task is: Predict which catalyst facilitates the given reaction. (1) Product: [C:1]([O:5][C:6]([N:8]1[CH2:13][CH2:12][CH:11]([NH:14][C:15]2[CH:20]=[CH:19][C:18]([CH3:21])=[CH:17][C:16]=2[NH2:22])[CH2:10][CH2:9]1)=[O:7])([CH3:4])([CH3:3])[CH3:2]. The catalyst class is: 358. Reactant: [C:1]([O:5][C:6]([N:8]1[CH2:13][CH2:12][CH:11]([NH:14][C:15]2[CH:20]=[CH:19][C:18]([CH3:21])=[CH:17][C:16]=2[N+:22]([O-])=O)[CH2:10][CH2:9]1)=[O:7])([CH3:4])([CH3:3])[CH3:2]. (2) Reactant: [CH3:1][C:2]([O:5][C:6]([NH:8][C:9]1([C:18]([OH:20])=[O:19])[CH2:17][C:16]2[C:11](=[CH:12][CH:13]=[CH:14][CH:15]=2)[CH2:10]1)=[O:7])([CH3:4])[CH3:3].[CH3:21][Si](C=[N+]=[N-])(C)C. Product: [CH3:4][C:2]([O:5][C:6]([NH:8][C:9]1([C:18]([O:20][CH3:21])=[O:19])[CH2:17][C:16]2[C:11](=[CH:12][CH:13]=[CH:14][CH:15]=2)[CH2:10]1)=[O:7])([CH3:1])[CH3:3]. The catalyst class is: 5. (3) The catalyst class is: 5. Product: [F:12][C:13]1[N:18]=[CH:17][C:16]([N:19]2[CH2:23][CH2:22][C@H:21]([NH:24][CH2:4][C:3]3[CH:6]=[CH:7][C:8]([Cl:10])=[CH:9][C:2]=3[Br:1])[CH2:20]2)=[CH:15][CH:14]=1. Reactant: [Br:1][C:2]1[CH:9]=[C:8]([Cl:10])[CH:7]=[CH:6][C:3]=1[CH:4]=O.Cl.[F:12][C:13]1[N:18]=[CH:17][C:16]([N:19]2[CH2:23][CH2:22][C@H:21]([NH2:24])[CH2:20]2)=[CH:15][CH:14]=1.C(N(CC)CC)C.[BH4-].[Na+]. (4) Reactant: CN1CCCC1.[NH2:7][C:8]1[CH:13]=[C:12]([Cl:14])[N:11]=[C:10]([NH:15][C:16]2[CH:23]=[CH:22][C:19]([C:20]#[N:21])=[CH:18][CH:17]=2)[N:9]=1.CN(C1C=CC=CN=1)C.[C:33](Cl)(=[O:40])[C:34]1[CH:39]=[CH:38][CH:37]=[CH:36][CH:35]=1.C(=O)([O-])[O-]. Product: [Cl:14][C:12]1[N:11]=[C:10]([NH:15][C:16]2[CH:23]=[CH:22][C:19]([C:20]#[N:21])=[CH:18][CH:17]=2)[N:9]=[C:8]([NH:7][C:33](=[O:40])[C:34]2[CH:39]=[CH:38][CH:37]=[CH:36][CH:35]=2)[CH:13]=1. The catalyst class is: 6. (5) Reactant: Cl.[CH2:2]([C:4]1[S:24][C:7]2[N:8]=[C:9]([S:18][CH2:19][C:20]([O:22][CH3:23])=[O:21])[N:10]=[C:11]([N:12]3[CH2:17][CH2:16][NH:15][CH2:14][CH2:13]3)[C:6]=2[CH:5]=1)[CH3:3].C(N(C(C)C)CC)(C)C.[Cl-].[CH3:35][O:36][C:37](=[O:47])[C:38]1[CH:46]=[CH:45][C:41]([C:42](O)=[O:43])=[CH:40][CH:39]=1. Product: [CH2:2]([C:4]1[S:24][C:7]2[N:8]=[C:9]([S:18][CH2:19][C:20]([O:22][CH3:23])=[O:21])[N:10]=[C:11]([N:12]3[CH2:17][CH2:16][N:15]([C:42]([C:41]4[CH:45]=[CH:46][C:38]([C:37]([O:36][CH3:35])=[O:47])=[CH:39][CH:40]=4)=[O:43])[CH2:14][CH2:13]3)[C:6]=2[CH:5]=1)[CH3:3]. The catalyst class is: 3. (6) Reactant: Cl.[CH3:2][CH:3]1[NH:8][CH2:7][CH2:6][N:5]([CH2:9][CH2:10][C:11]2[CH:16]=[CH:15][C:14]([N+:17]([O-:19])=[O:18])=[CH:13][CH:12]=2)[C:4]1=[O:20].[N+:21]([C:24]1[CH:29]=[CH:28][C:27]([CH2:30][CH:31]=O)=[CH:26][CH:25]=1)([O-:23])=[O:22].C(O)C.C([BH3-])#N.[Na+]. Product: [CH3:2][CH:3]1[N:8]([CH2:31][CH2:30][C:27]2[CH:26]=[CH:25][C:24]([N+:21]([O-:23])=[O:22])=[CH:29][CH:28]=2)[CH2:7][CH2:6][N:5]([CH2:9][CH2:10][C:11]2[CH:12]=[CH:13][C:14]([N+:17]([O-:19])=[O:18])=[CH:15][CH:16]=2)[C:4]1=[O:20]. The catalyst class is: 13.